The task is: Predict the reactants needed to synthesize the given product.. This data is from Full USPTO retrosynthesis dataset with 1.9M reactions from patents (1976-2016). (1) The reactants are: C[O:2][C:3](=[O:24])[CH:4]([NH:13][CH2:14][CH2:15][NH:16][C:17]([O:19][C:20]([CH3:23])([CH3:22])[CH3:21])=[O:18])[C:5]1[CH:10]=[CH:9][CH:8]=[C:7]([O:11][CH3:12])[CH:6]=1.[Li+].[OH-]. Given the product [C:20]([O:19][C:17]([NH:16][CH2:15][CH2:14][NH:13][CH:4]([C:5]1[CH:10]=[CH:9][CH:8]=[C:7]([O:11][CH3:12])[CH:6]=1)[C:3]([OH:24])=[O:2])=[O:18])([CH3:23])([CH3:22])[CH3:21], predict the reactants needed to synthesize it. (2) Given the product [Cl:14][C:15]1[C:20]([N+:21]([O-:23])=[O:22])=[C:19]([NH:1][CH2:2][CH2:3][CH2:4][CH2:5][NH:6][C:7](=[O:13])[O:8][C:9]([CH3:10])([CH3:12])[CH3:11])[C:18]([CH3:25])=[C:17]([CH3:26])[N:16]=1, predict the reactants needed to synthesize it. The reactants are: [NH2:1][CH2:2][CH2:3][CH2:4][CH2:5][NH:6][C:7](=[O:13])[O:8][C:9]([CH3:12])([CH3:11])[CH3:10].[Cl:14][C:15]1[C:20]([N+:21]([O-:23])=[O:22])=[C:19](Cl)[C:18]([CH3:25])=[C:17]([CH3:26])[N:16]=1.C(N(CC)CC)C. (3) Given the product [Cl:25][C:23]1[CH:22]=[C:21]([C:26]2[N:27]=[C:28]([C:38]3[CH:43]=[CH:42][CH:41]=[CH:40][CH:39]=3)[N:29]=[C:30]([C:32]3[CH:33]=[CH:34][CH:35]=[CH:36][CH:37]=3)[N:31]=2)[CH:20]=[C:19]([C:12]2[C:11]3[C:6]([C:5]4[CH:4]=[CH:3][CH:2]=[CH:1][C:14]=4[CH:13]=2)=[CH:7][CH:8]=[CH:9][CH:10]=3)[CH:24]=1, predict the reactants needed to synthesize it. The reactants are: [CH:1]1[C:14]2[CH:13]=[C:12](B(O)O)[C:11]3[C:6](=[CH:7][CH:8]=[CH:9][CH:10]=3)[C:5]=2[CH:4]=[CH:3][CH:2]=1.Br[C:19]1[CH:20]=[C:21]([C:26]2[N:31]=[C:30]([C:32]3[CH:37]=[CH:36][CH:35]=[CH:34][CH:33]=3)[N:29]=[C:28]([C:38]3[CH:43]=[CH:42][CH:41]=[CH:40][CH:39]=3)[N:27]=2)[CH:22]=[C:23]([Cl:25])[CH:24]=1.C1(C)C=CC=CC=1.C([O-])([O-])=O.[K+].[K+]. (4) The reactants are: [CH:1]([O:4][C:5]1[CH:13]=[CH:12][CH:11]=[CH:10][C:6]=1[C:7]([OH:9])=O)([CH3:3])[CH3:2].S(Cl)(Cl)=O.[NH2:18][C:19]1[CH:24]=[CH:23][C:22]([N:25]2[C:31](=[O:32])[CH2:30][C:29](=[O:33])[NH:28][C:27]3[C:34]4[C:39]([CH:40]=[CH:41][C:26]2=3)=[CH:38][CH:37]=[CH:36][CH:35]=4)=[CH:21][CH:20]=1.IC1C=CC=CC=1C(NCCN1C(=O)CC(=O)NC2C3C(C=CC1=2)=CC=CC=3)=O. Given the product [CH:1]([O:4][C:5]1[CH:13]=[CH:12][CH:11]=[CH:10][C:6]=1[C:7]([NH:18][C:19]1[CH:24]=[CH:23][C:22]([N:25]2[C:31](=[O:32])[CH2:30][C:29](=[O:33])[NH:28][C:27]3[C:34]4[C:39]([CH:40]=[CH:41][C:26]2=3)=[CH:38][CH:37]=[CH:36][CH:35]=4)=[CH:21][CH:20]=1)=[O:9])([CH3:2])[CH3:3], predict the reactants needed to synthesize it.